This data is from Forward reaction prediction with 1.9M reactions from USPTO patents (1976-2016). The task is: Predict the product of the given reaction. (1) Given the reactants [CH3:1][O:2][C:3]([C:5]1[S:14][C:8]2=[N:9][CH:10]=[C:11]([NH2:13])[CH:12]=[C:7]2[C:6]=1[O:15][CH2:16][C:17]([O:19][C:20](C)(C)C)=[O:18])=[O:4].[CH:24](=O)[C:25]1[CH:30]=[CH:29][CH:28]=[CH:27][CH:26]=1.C(O)(=O)C.C(O[BH-](OC(=O)C)OC(=O)C)(=O)C.[Na+], predict the reaction product. The product is: [CH3:1][O:2][C:3]([C:5]1[S:14][C:8]2=[N:9][CH:10]=[C:11]([NH:13][CH2:24][C:25]3[CH:30]=[CH:29][CH:28]=[CH:27][CH:26]=3)[CH:12]=[C:7]2[C:6]=1[O:15][CH2:16][C:17]([O:19][CH3:20])=[O:18])=[O:4]. (2) Given the reactants [C:1]([C:4]1[C:22](=[O:23])[C@@:8]2([CH3:24])[C:9]3[C:15]([OH:16])=[CH:14][C:13]([O:17][CH3:18])=[C:12]([C:19]([NH2:21])=[O:20])[C:10]=3[O:11][C:7]2=[CH:6][C:5]=1[OH:25])(=[O:3])[CH3:2].[CH2:26]([C:28]1[CH:37]=[CH:36][C:35]2[C:30](=[C:31]([F:39])[CH:32]=[C:33]([F:38])[CH:34]=2)[C:29]=1[CH:40]=O)[CH3:27].C([SiH](CC)CC)C.FC(F)(F)C(O)=O, predict the reaction product. The product is: [C:1]([C:4]1[C:22](=[O:23])[C@@:8]2([CH3:24])[C:9]3[C:15]([OH:16])=[CH:14][C:13]([O:17][CH3:18])=[C:12]([C:19]([NH:21][CH2:40][C:29]4[C:30]5[C:35](=[CH:34][C:33]([F:38])=[CH:32][C:31]=5[F:39])[CH:36]=[CH:37][C:28]=4[CH2:26][CH3:27])=[O:20])[C:10]=3[O:11][C:7]2=[CH:6][C:5]=1[OH:25])(=[O:3])[CH3:2]. (3) Given the reactants C([O:3][C:4]([C:6]1[C:14]2[C:9](=[CH:10][CH:11]=[C:12]([O:15][C:16]3[CH:21]=[CH:20][CH:19]=[C:18]([Cl:22])[CH:17]=3)[CH:13]=2)[N:8]([C:23]2[CH:28]=[CH:27][C:26]([N:29]([CH2:32][CH3:33])[CH2:30][CH3:31])=[CH:25][CH:24]=2)[C:7]=1[CH2:34][C:35]([O:37]CC)=[O:36])=[O:5])C.[OH-].[Na+].Cl, predict the reaction product. The product is: [C:35]([CH2:34][C:7]1[N:8]([C:23]2[CH:24]=[CH:25][C:26]([N:29]([CH2:30][CH3:31])[CH2:32][CH3:33])=[CH:27][CH:28]=2)[C:9]2[C:14]([C:6]=1[C:4]([OH:5])=[O:3])=[CH:13][C:12]([O:15][C:16]1[CH:21]=[CH:20][CH:19]=[C:18]([Cl:22])[CH:17]=1)=[CH:11][CH:10]=2)([OH:37])=[O:36]. (4) Given the reactants C(O[CH2:4][N:5]1[CH2:10][CH2:9][CH:8]([CH2:11][O:12][C:13]2[C:17]3[C:18]([O:22][CH:23]4[CH2:28][CH2:27][O:26][CH2:25][CH2:24]4)=[CH:19][CH:20]=[CH:21][C:16]=3[O:15][N:14]=2)[CH2:7][CH2:6]1)C.[C:29]1(=[C:35]([O:41][CH3:42])[O:36][Si](C)(C)C)[CH2:34][CH2:33][CH2:32][CH2:31][CH2:30]1.COC(=C1CCOCC1)O[Si](C)(C)C, predict the reaction product. The product is: [O:26]1[CH2:25][CH2:24][CH:23]([O:22][C:18]2[C:17]3[C:13]([O:12][CH2:11][CH:8]4[CH2:9][CH2:10][N:5]([CH2:4][C:29]5([C:35]([O:41][CH3:42])=[O:36])[CH2:34][CH2:33][CH2:32][CH2:31][CH2:30]5)[CH2:6][CH2:7]4)=[N:14][O:15][C:16]=3[CH:21]=[CH:20][CH:19]=2)[CH2:28][CH2:27]1. (5) Given the reactants [F:1][C:2]1[CH:7]=[CH:6][C:5]([NH:8][C:9](=[O:14])[C:10]([CH3:13])([CH3:12])[CH3:11])=[CH:4][C:3]=1[CH:15]([OH:26])[C:16]1[CH:17]=[C:18]2[C:23](=[CH:24][CH:25]=1)[N:22]=[CH:21][CH:20]=[N:19]2, predict the reaction product. The product is: [F:1][C:2]1[CH:7]=[CH:6][C:5]([NH:8][C:9](=[O:14])[C:10]([CH3:13])([CH3:12])[CH3:11])=[CH:4][C:3]=1[C:15]([C:16]1[CH:17]=[C:18]2[C:23](=[CH:24][CH:25]=1)[N:22]=[CH:21][CH:20]=[N:19]2)=[O:26]. (6) Given the reactants [C:1]([Si:5]([CH3:26])([CH3:25])[O:6][C:7]1[CH:8]=[CH:9][CH:10]=[C:11]2[C:16]=1[N:15]=[C:14](OS(C(F)(F)F)(=O)=O)[CH:13]=[CH:12]2)([CH3:4])([CH3:3])[CH3:2].[CH3:27][O:28][C:29]1[CH:35]=[CH:34][C:32]([NH2:33])=[C:31]([N+:36]([O-:38])=[O:37])[CH:30]=1.C(=O)([O-])[O-].[Cs+].[Cs+], predict the reaction product. The product is: [C:1]([Si:5]([CH3:26])([CH3:25])[O:6][C:7]1[CH:8]=[CH:9][CH:10]=[C:11]2[C:16]=1[N:15]=[C:14]([NH:33][C:32]1[CH:34]=[CH:35][C:29]([O:28][CH3:27])=[CH:30][C:31]=1[N+:36]([O-:38])=[O:37])[CH:13]=[CH:12]2)([CH3:4])([CH3:3])[CH3:2]. (7) Given the reactants CN(C(ON1N=NC2C=CC=NC1=2)=[N+](C)C)C.F[P-](F)(F)(F)(F)F.CCN(C(C)C)C(C)C.[OH:34][C@H:35]([C:56]1[CH:61]=[CH:60][C:59]([O:62][CH3:63])=[CH:58][CH:57]=1)[C@H:36]([NH:40][C:41](=[O:55])[C@@H:42]([NH:45][C:46](=[O:54])[CH2:47][N:48]1[CH2:53][CH2:52][O:51][CH2:50][CH2:49]1)[CH2:43][OH:44])[C:37](O)=[O:38].[NH2:64][C@@H:65]([CH2:72][C:73]1[CH2:78][CH2:77][CH2:76][CH2:75][CH:74]=1)[C:66]([C@@:68]1([CH3:71])[CH2:70][O:69]1)=[O:67], predict the reaction product. The product is: [C:73]1([CH2:72][C@H:65]([NH:64][C:37](=[O:38])[C@@H:36]([NH:40][C:41](=[O:55])[C@@H:42]([NH:45][C:46](=[O:54])[CH2:47][N:48]2[CH2:49][CH2:50][O:51][CH2:52][CH2:53]2)[CH2:43][OH:44])[C@H:35]([OH:34])[C:56]2[CH:61]=[CH:60][C:59]([O:62][CH3:63])=[CH:58][CH:57]=2)[C:66]([C@@:68]2([CH3:71])[CH2:70][O:69]2)=[O:67])[CH2:78][CH2:77][CH2:76][CH2:75][CH:74]=1. (8) Given the reactants [CH:1]1[C:13]2[NH:12][C:11]3[C:6](=[CH:7][CH:8]=[CH:9][CH:10]=3)[C:5]=2[CH:4]=[CH:3][CH:2]=1.[H-].[Na+].[I:16][CH2:17][CH2:18][CH2:19][CH2:20][CH2:21][CH2:22]I, predict the reaction product. The product is: [I:16][CH2:17][CH2:18][CH2:19][CH2:20][CH2:21][CH2:22][N:12]1[C:11]2[CH:10]=[CH:9][CH:8]=[CH:7][C:6]=2[C:5]2[C:13]1=[CH:1][CH:2]=[CH:3][CH:4]=2. (9) Given the reactants [Br:1][C:2]1[CH:3]=[N:4][CH:5]=[C:6]([CH:10]=1)[C:7](O)=[O:8].O=S(Cl)[Cl:13], predict the reaction product. The product is: [Br:1][C:2]1[CH:3]=[N:4][CH:5]=[C:6]([CH:10]=1)[C:7]([Cl:13])=[O:8]. (10) Given the reactants [N:1]([CH:4]1[CH2:9][CH2:8][CH:7]([C:10]([F:13])([F:12])[F:11])[CH2:6][CH2:5]1)=[C:2]=[O:3].Cl.[CH3:15][N:16]1[CH2:21][CH2:20][N:19]([C:22]2[CH:27]=[C:26]([C:28]3[CH:37]=[C:36]4[C:31]([CH2:32][CH2:33][NH:34][CH2:35]4)=[CH:30][CH:29]=3)[N:25]=[C:24]([NH2:38])[N:23]=2)[CH2:18][CH2:17]1, predict the reaction product. The product is: [NH2:38][C:24]1[N:25]=[C:26]([C:28]2[CH:37]=[C:36]3[C:31]([CH2:32][CH2:33][N:34]([C:2]([NH:1][CH:4]4[CH2:5][CH2:6][CH:7]([C:10]([F:11])([F:12])[F:13])[CH2:8][CH2:9]4)=[O:3])[CH2:35]3)=[CH:30][CH:29]=2)[CH:27]=[C:22]([N:19]2[CH2:18][CH2:17][N:16]([CH3:15])[CH2:21][CH2:20]2)[N:23]=1.